From a dataset of Forward reaction prediction with 1.9M reactions from USPTO patents (1976-2016). Predict the product of the given reaction. (1) Given the reactants CC(C)([O-])C.[Na+].[CH2:7]([N:14]1[C:18]2([CH2:22][CH2:21][NH:20][CH2:19]2)[CH2:17][CH2:16][CH2:15]1)[C:8]1[CH:13]=[CH:12][CH:11]=[CH:10][CH:9]=1.Br[C:24]1[CH:25]=[N:26][CH:27]=[CH:28][CH:29]=1, predict the reaction product. The product is: [CH2:7]([N:14]1[C:18]2([CH2:22][CH2:21][N:20]([C:24]3[CH:25]=[N:26][CH:27]=[CH:28][CH:29]=3)[CH2:19]2)[CH2:17][CH2:16][CH2:15]1)[C:8]1[CH:9]=[CH:10][CH:11]=[CH:12][CH:13]=1. (2) Given the reactants [CH:1]1([N:4]2[CH2:9][CH2:8][N:7](C(OCC3C=CC=CC=3)=O)[CH:6]([C:20]([N:22]3[CH2:27][CH2:26][N:25]([C:28]([NH:30][C:31]4[CH:36]=[CH:35][C:34]([Cl:37])=[C:33]([Cl:38])[CH:32]=4)=[O:29])[CH2:24][CH2:23]3)=[O:21])[CH2:5]2)[CH2:3][CH2:2]1.C1(N2CCC[C@H](CN3CCN(C(OCC4C=CC=CC=4)=O)CC3)C2)CC1, predict the reaction product. The product is: [CH:1]1([N:4]2[CH2:9][CH2:8][NH:7][C@@H:6]([C:20]([N:22]3[CH2:23][CH2:24][N:25]([C:28]([NH:30][C:31]4[CH:36]=[CH:35][C:34]([Cl:37])=[C:33]([Cl:38])[CH:32]=4)=[O:29])[CH2:26][CH2:27]3)=[O:21])[CH2:5]2)[CH2:2][CH2:3]1. (3) The product is: [Br:21][C:22]1[CH:29]=[CH:28][C:25]([CH2:26][NH:27][C:5]2[C:4]3[N:8]=[CH:9][N:10]([C:3]=3[N:2]=[CH:1][N:6]=2)[C@@H:11]2[O:15][C@H:14]([CH2:16][OH:17])[C@@H:13]([OH:18])[C@H:12]2[OH:19])=[CH:24][CH:23]=1. Given the reactants [CH:1]1[N:6]=[C:5](Cl)[C:4]2[N:8]=[CH:9][N:10]([C@@H:11]3[O:15][C@H:14]([CH2:16][OH:17])[C@@H:13]([OH:18])[C@H:12]3[OH:19])[C:3]=2[N:2]=1.Cl.[Br:21][C:22]1[CH:29]=[CH:28][C:25]([CH2:26][NH2:27])=[CH:24][CH:23]=1.C(N(C(C)C)CC)(C)C, predict the reaction product. (4) Given the reactants [Cu](C#N)[C:2]#[N:3].Br[C:7]1[CH:8]=[C:9]([C:13]([O:15][CH2:16][CH3:17])=[O:14])[NH:10][C:11]=1[CH3:12], predict the reaction product. The product is: [C:2]([C:7]1[CH:8]=[C:9]([C:13]([O:15][CH2:16][CH3:17])=[O:14])[NH:10][C:11]=1[CH3:12])#[N:3]. (5) Given the reactants C(O)(C(F)(F)F)=O.[CH3:8][CH:9]1[CH2:14][CH2:13][N:12]([C:15]([C:17]2[CH:25]=[CH:24][C:23]3[N:22]([S:26]([CH3:29])(=[O:28])=[O:27])[C:21]4[CH2:30][CH2:31][NH:32][CH2:33][C:20]=4[C:19]=3[CH:18]=2)=[O:16])[CH2:11][CH2:10]1.[C:34]1(=O)[CH2:37][CH2:36][CH2:35]1, predict the reaction product. The product is: [CH:34]1([N:32]2[CH2:31][CH2:30][C:21]3[N:22]([S:26]([CH3:29])(=[O:27])=[O:28])[C:23]4[CH:24]=[CH:25][C:17]([C:15]([N:12]5[CH2:11][CH2:10][CH:9]([CH3:8])[CH2:14][CH2:13]5)=[O:16])=[CH:18][C:19]=4[C:20]=3[CH2:33]2)[CH2:37][CH2:36][CH2:35]1. (6) Given the reactants [CH3:1][O:2][C:3]1[CH:4]=[C:5]2[C:10](=[CH:11][C:12]=1[CH3:13])[C:9](=O)[CH2:8][CH2:7][C:6]2([CH3:16])[CH3:15].[C:17]([Mg]Cl)([CH3:20])([CH3:19])[CH3:18], predict the reaction product. The product is: [C:17]([C:9]1[C:10]2[C:5](=[CH:4][C:3]([O:2][CH3:1])=[C:12]([CH3:13])[CH:11]=2)[C:6]([CH3:16])([CH3:15])[CH2:7][CH:8]=1)([CH3:20])([CH3:19])[CH3:18]. (7) The product is: [Cl:23][C:24]1[C:33]([CH2:34][NH:1][CH2:2][C@@H:3]2[CH2:8][CH2:7][CH2:6][N:5]([CH2:9][CH2:10][N:11]3[C:20]4[C:15](=[CH:16][CH:17]=[C:18]([F:21])[CH:19]=4)[CH:14]=[CH:13][C:12]3=[O:22])[CH2:4]2)=[N:32][C:31]2[NH:30][C:29](=[O:36])[CH2:28][O:27][C:26]=2[CH:25]=1. Given the reactants [NH2:1][CH2:2][C@@H:3]1[CH2:8][CH2:7][CH2:6][N:5]([CH2:9][CH2:10][N:11]2[C:20]3[C:15](=[CH:16][CH:17]=[C:18]([F:21])[CH:19]=3)[CH:14]=[CH:13][C:12]2=[O:22])[CH2:4]1.[Cl:23][C:24]1[C:33]([CH:34]=O)=[N:32][C:31]2[NH:30][C:29](=[O:36])[CH2:28][O:27][C:26]=2[CH:25]=1.C(O[BH-](OC(=O)C)OC(=O)C)(=O)C.[Na+].Cl.C1(N)C(F)=C(F)C(F)=C(N)C=1F.Cl.Cl, predict the reaction product. (8) Given the reactants [N:1]1([CH:16]2[CH2:21][CH2:20][NH:19][CH2:18][CH2:17]2)[CH2:6][CH2:5][CH:4]([O:7][CH2:8][C:9]([O:11][C:12](C)(C)[CH3:13])=[O:10])[CH2:3][CH2:2]1.Cl, predict the reaction product. The product is: [N:1]1([CH:16]2[CH2:17][CH2:18][NH:19][CH2:20][CH2:21]2)[CH2:2][CH2:3][CH:4]([O:7][CH2:8][C:9]([O:11][CH2:12][CH3:13])=[O:10])[CH2:5][CH2:6]1. (9) Given the reactants [F:1][C:2]([F:27])([F:26])[C:3]1[CH:21]=[C:20]([C:22]([F:25])([F:24])[F:23])[CH:19]=[CH:18][C:4]=1[CH2:5][N:6]1[C:14]2[C:9](=[CH:10][C:11]([CH:15]=O)=[CH:12][CH:13]=2)[C:8]([Cl:17])=[N:7]1.[OH:28][CH2:29][C@H:30]1[O:35][CH2:34][CH2:33][N:32]([C:36]2[S:37][CH2:38][C:39](=[O:41])[N:40]=2)[CH2:31]1, predict the reaction product. The product is: [F:27][C:2]([F:1])([F:26])[C:3]1[CH:21]=[C:20]([C:22]([F:23])([F:25])[F:24])[CH:19]=[CH:18][C:4]=1[CH2:5][N:6]1[C:14]2[C:9](=[CH:10][C:11]([CH:15]=[C:38]3[S:37][C:36]([N:32]4[CH2:33][CH2:34][O:35][C@H:30]([CH2:29][OH:28])[CH2:31]4)=[N:40][C:39]3=[O:41])=[CH:12][CH:13]=2)[C:8]([Cl:17])=[N:7]1. (10) Given the reactants [F:1][C:2]1[CH:3]=[C:4]([CH:8]([NH2:18])[C:9]([CH3:17])([C:11]2[CH:16]=[CH:15][CH:14]=[CH:13][N:12]=2)[CH3:10])[CH:5]=[CH:6][CH:7]=1.C(O)(=O)/C=C/C(O)=O, predict the reaction product. The product is: [F:1][C:2]1[CH:3]=[C:4]([C@H:8]([NH2:18])[C:9]([CH3:10])([C:11]2[CH:16]=[CH:15][CH:14]=[CH:13][N:12]=2)[CH3:17])[CH:5]=[CH:6][CH:7]=1.